From a dataset of Reaction yield outcomes from USPTO patents with 853,638 reactions. Predict the reaction yield, written as a fraction of the theoretical maximum amount of product (1.0 means a 100% yield; for example, 0.34 means a 34% yield). (1) The reactants are C([O-])(O)=O.[Na+].I[CH2:7][CH2:8][F:9].[I:10][C:11]1[CH:16]=[CH:15][C:14]([CH2:17][C:18]([NH:20][CH2:21][C@H:22]2[CH2:26][CH2:25][CH2:24][NH:23]2)=[O:19])=[CH:13][CH:12]=1. The catalyst is CN(C=O)C.O. The product is [F:9][CH2:8][CH2:7][N:23]1[CH2:24][CH2:25][CH2:26][C@@H:22]1[CH2:21][NH:20][C:18](=[O:19])[CH2:17][C:14]1[CH:13]=[CH:12][C:11]([I:10])=[CH:16][CH:15]=1. The yield is 0.850. (2) The reactants are [Cl:1][C:2]1[C:7]([C:8]#[CH:9])=[C:6](/[N:10]=[N:11]/N(CC)CC)[C:5]([C:17]2[CH:22]=[CH:21][CH:20]=[C:19]([F:23])[CH:18]=2)=[C:4]([CH:24]([OH:26])[CH3:25])[CH:3]=1. The catalyst is ClC1C=CC=CC=1Cl. The product is [Cl:1][C:2]1[CH:3]=[C:4]([CH:24]([OH:26])[CH3:25])[C:5]([C:17]2[CH:22]=[CH:21][CH:20]=[C:19]([F:23])[CH:18]=2)=[C:6]2[C:7]=1[CH:8]=[CH:9][N:11]=[N:10]2. The yield is 0.740. (3) The reactants are C([O:8][C:9]1[C:10]([O:25][CH3:26])=[CH:11][C:12]2[C:18](=[O:19])[N:17]3[CH2:20][CH2:21][CH2:22][CH2:23][C@@H:16]3[CH:15]=[N:14][C:13]=2[CH:24]=1)C1C=CC=CC=1. The catalyst is C(Cl)Cl.C([O-])(O)=O.[Na+]. The product is [OH:8][C:9]1[C:10]([O:25][CH3:26])=[CH:11][C:12]2[C:18](=[O:19])[N:17]3[CH2:20][CH2:21][CH2:22][CH2:23][C@@H:16]3[CH:15]=[N:14][C:13]=2[CH:24]=1. The yield is 0.700. (4) The reactants are Br[C:2]1[S:11][C:5]2[C:6](=[O:10])[NH:7][CH2:8][CH2:9][C:4]=2[CH:3]=1.[F:12][C:13]1[CH:18]=[CH:17][C:16](B(O)O)=[CH:15][CH:14]=1.C(=O)([O-])[O-].[Na+].[Na+]. The catalyst is CN(C)C=O.CO.O.[Pd].C1(P(C2C=CC=CC=2)C2C=CC=CC=2)C=CC=CC=1.C1(P(C2C=CC=CC=2)C2C=CC=CC=2)C=CC=CC=1.C1(P(C2C=CC=CC=2)C2C=CC=CC=2)C=CC=CC=1.C1(P(C2C=CC=CC=2)C2C=CC=CC=2)C=CC=CC=1. The product is [F:12][C:13]1[CH:18]=[CH:17][C:16]([C:2]2[S:11][C:5]3[C:6](=[O:10])[NH:7][CH2:8][CH2:9][C:4]=3[CH:3]=2)=[CH:15][CH:14]=1. The yield is 0.750. (5) The reactants are [CH3:1][N:2]([CH3:29])[C:3]1[CH:8]=[CH:7][C:6]([C:9]2[NH:14][C:13](=[O:15])[C:12]([C:16]([O:18]CC3C=CC=CC=3)=[O:17])=[C:11]([OH:26])[C:10]=2[CH2:27][OH:28])=[CH:5][CH:4]=1. The catalyst is CO.C(Cl)Cl.[Pd]. The product is [CH3:1][N:2]([CH3:29])[C:3]1[CH:4]=[CH:5][C:6]([C:9]2[NH:14][C:13](=[O:15])[C:12]([C:16]([OH:18])=[O:17])=[C:11]([OH:26])[C:10]=2[CH2:27][OH:28])=[CH:7][CH:8]=1. The yield is 0.860. (6) The reactants are Cl[C:2]1[N:7]=[C:6]([C:8]2[N:12]3[CH:13]=[CH:14][C:15]([C:17]([F:20])([F:19])[F:18])=[CH:16][C:11]3=[N:10][C:9]=2[C:21]2[CH:22]=[C:23]([CH:35]=[CH:36][CH:37]=2)[C:24]([NH:26][C:27]2[C:32]([F:33])=[CH:31][CH:30]=[CH:29][C:28]=2[F:34])=[O:25])[CH:5]=[CH:4][N:3]=1.[N:38]1([CH:44]2[CH2:49][CH2:48][N:47]([C:50]3[CH:56]=[CH:55][C:53]([NH2:54])=[C:52]([O:57][CH3:58])[CH:51]=3)[CH2:46][CH2:45]2)[CH2:43][CH2:42][CH2:41][CH2:40][CH2:39]1.O.C1(C)C=CC(S(O)(=O)=O)=CC=1.C[O-].[Na+]. The catalyst is FC(F)(F)CO.CO.C(Cl)Cl.CCCCCC. The product is [N:38]1([CH:44]2[CH2:49][CH2:48][N:47]([C:50]3[CH:56]=[CH:55][C:53]([NH:54][C:2]4[N:7]=[C:6]([C:8]5[N:12]6[CH:13]=[CH:14][C:15]([C:17]([F:19])([F:20])[F:18])=[CH:16][C:11]6=[N:10][C:9]=5[C:21]5[CH:22]=[C:23]([CH:35]=[CH:36][CH:37]=5)[C:24]([NH:26][C:27]5[C:28]([F:34])=[CH:29][CH:30]=[CH:31][C:32]=5[F:33])=[O:25])[CH:5]=[CH:4][N:3]=4)=[C:52]([O:57][CH3:58])[CH:51]=3)[CH2:46][CH2:45]2)[CH2:43][CH2:42][CH2:41][CH2:40][CH2:39]1. The yield is 0.650.